This data is from Forward reaction prediction with 1.9M reactions from USPTO patents (1976-2016). The task is: Predict the product of the given reaction. (1) Given the reactants Cl[C:2]1[C:7]([N+:8]([O-:10])=[O:9])=[C:6]([NH:11][CH2:12][CH2:13][CH2:14][CH2:15][OH:16])[C:5]([CH3:17])=[C:4]([CH3:18])[N:3]=1.[O:19]1[CH2:24][CH2:23]OCC1, predict the reaction product. The product is: [CH3:18][C:4]1[C:5]([CH3:17])=[C:6]([NH:11][CH2:12][CH2:13][CH2:14][CH2:15][OH:16])[C:7]([N+:8]([O-:10])=[O:9])=[C:2]([O:19][C:24]2[CH:23]=[CH:6][CH:5]=[CH:4][CH:18]=2)[N:3]=1. (2) Given the reactants Br[C:2]1[CH:3]=[C:4]([CH:9]([F:11])[F:10])[C:5]([NH2:8])=[N:6][CH:7]=1.[CH3:12][C:13]1([CH3:29])[C:17]([CH3:19])([CH3:18])[O:16][B:15]([B:15]2[O:16][C:17]([CH3:19])([CH3:18])[C:13]([CH3:29])([CH3:12])[O:14]2)[O:14]1.C([O-])(=O)C.[K+], predict the reaction product. The product is: [F:10][CH:9]([F:11])[C:4]1[C:5]([NH2:8])=[N:6][CH:7]=[C:2]([B:15]2[O:16][C:17]([CH3:19])([CH3:18])[C:13]([CH3:29])([CH3:12])[O:14]2)[CH:3]=1. (3) Given the reactants [N:1]([N:3]1[CH2:8][CH2:7][N:6]([C:9]([O:11][C:12]([CH3:15])([CH3:14])[CH3:13])=[O:10])[CH2:5][CH2:4]1)=O.[H-].[H-].[H-].[H-].[Li+].[Al+3], predict the reaction product. The product is: [NH2:1][N:3]1[CH2:4][CH2:5][N:6]([C:9]([O:11][C:12]([CH3:15])([CH3:14])[CH3:13])=[O:10])[CH2:7][CH2:8]1. (4) Given the reactants [CH3:1][C:2]1[C:7]([CH3:8])=[CH:6][CH:5]=[CH:4][C:3]=1[N:9]1[CH2:14][CH2:13][N:12]([CH2:15][CH2:16][NH2:17])[CH2:11][CH2:10]1.[CH2:18]([C:22]1[N:26]([C:27]2[CH:32]=[CH:31][CH:30]=[CH:29][CH:28]=2)[N:25]=[C:24]([CH:33]=O)[CH:23]=1)[CH:19]([CH3:21])[CH3:20], predict the reaction product. The product is: [CH2:18]([C:22]1[N:26]([C:27]2[CH:32]=[CH:31][CH:30]=[CH:29][CH:28]=2)[N:25]=[C:24]([CH2:33][NH:17][CH2:16][CH2:15][N:12]2[CH2:11][CH2:10][N:9]([C:3]3[CH:4]=[CH:5][CH:6]=[C:7]([CH3:8])[C:2]=3[CH3:1])[CH2:14][CH2:13]2)[CH:23]=1)[CH:19]([CH3:21])[CH3:20]. (5) Given the reactants Br[C:2]1[S:34][C:5]2[N:6]=[C:7]([CH2:30][CH2:31][CH2:32][CH3:33])[N:8]=[C:9]([NH:10][C@H:11]([C:13]3[N:18]([C:19]4[CH:24]=[CH:23][CH:22]=[CH:21][CH:20]=4)[C:17](=[O:25])[C:16]4=[C:26]([CH3:29])[CH:27]=[CH:28][N:15]4[N:14]=3)[CH3:12])[C:4]=2[CH:3]=1.[C:35](=O)([O-])[O-].[K+].[K+].CB1OB(C)OB(C)O1, predict the reaction product. The product is: [CH2:30]([C:7]1[N:8]=[C:9]([NH:10][C@H:11]([C:13]2[N:18]([C:19]3[CH:24]=[CH:23][CH:22]=[CH:21][CH:20]=3)[C:17](=[O:25])[C:16]3=[C:26]([CH3:29])[CH:27]=[CH:28][N:15]3[N:14]=2)[CH3:12])[C:4]2[CH:3]=[C:2]([CH3:35])[S:34][C:5]=2[N:6]=1)[CH2:31][CH2:32][CH3:33]. (6) Given the reactants [N+:1]([C:4]1[CH:9]=[C:8]([C:10]([F:13])([F:12])[F:11])[CH:7]=[CH:6][C:5]=1[NH:14][C:15]1[CH:22]=[CH:21][C:18]([C:19]#[N:20])=[CH:17][CH:16]=1)([O-])=O.[CH3:23][C:24]([O:27][C:28](O[C:28]([O:27][C:24]([CH3:26])([CH3:25])[CH3:23])=[O:29])=[O:29])([CH3:26])[CH3:25].[BH4-].[Na+], predict the reaction product. The product is: [NH2:1][C:4]1[CH:9]=[C:8]([C:10]([F:13])([F:12])[F:11])[CH:7]=[CH:6][C:5]=1[NH:14][C:15]1[CH:22]=[CH:21][C:18]([CH2:19][NH:20][C:28](=[O:29])[O:27][C:24]([CH3:26])([CH3:25])[CH3:23])=[CH:17][CH:16]=1. (7) The product is: [CH2:1]([O:8][C:9]1[C:10]([C:29]([OH:31])=[O:30])=[N:11][C:12]([CH2:16][CH:17]2[CH2:22][CH2:21][N:20]([C:23]3[CH:24]=[CH:25][CH:26]=[CH:27][CH:28]=3)[CH2:19][CH2:18]2)=[N:13][C:14]=1[OH:15])[C:2]1[CH:7]=[CH:6][CH:5]=[CH:4][CH:3]=1. Given the reactants [CH2:1]([O:8][C:9]1[C:10]([C:29]([O:31]C(C)(C)C)=[O:30])=[N:11][C:12]([CH2:16][CH:17]2[CH2:22][CH2:21][N:20]([C:23]3[CH:28]=[CH:27][CH:26]=[CH:25][CH:24]=3)[CH2:19][CH2:18]2)=[N:13][C:14]=1[OH:15])[C:2]1[CH:7]=[CH:6][CH:5]=[CH:4][CH:3]=1.[OH-].[Na+], predict the reaction product.